Task: Predict which catalyst facilitates the given reaction.. Dataset: Catalyst prediction with 721,799 reactions and 888 catalyst types from USPTO (1) Reactant: [NH:1]1[C:5]2=[N:6][CH:7]=[C:8]([C:10]([OH:12])=O)[CH:9]=[C:4]2[CH:3]=[N:2]1.CN(C(ON1N=NC2C=CC=NC1=2)=[N+](C)C)C.F[P-](F)(F)(F)(F)F.C(N(C(C)C)CC)(C)C.[C:46]1([S:52]([C:55]2[CH:60]=[CH:59][C:58]([CH2:61][NH2:62])=[CH:57][CH:56]=2)(=[O:54])=[O:53])[CH:51]=[CH:50][CH:49]=[CH:48][CH:47]=1. Product: [C:46]1([S:52]([C:55]2[CH:60]=[CH:59][C:58]([CH2:61][NH:62][C:10]([C:8]3[CH:9]=[C:4]4[CH:3]=[N:2][NH:1][C:5]4=[N:6][CH:7]=3)=[O:12])=[CH:57][CH:56]=2)(=[O:53])=[O:54])[CH:51]=[CH:50][CH:49]=[CH:48][CH:47]=1. The catalyst class is: 3. (2) Reactant: [F:1][C:2]1[CH:7]=[CH:6][C:5]([CH:8]([CH2:21][CH3:22])[CH2:9][C@:10]([OH:20])([C:16]([F:19])([F:18])[F:17])[C:11](OCC)=[O:12])=[C:4]([O:23][CH3:24])[C:3]=1[CH3:25].[H-].[Al+3].[Li+].[H-].[H-].[H-].C(OCC)(=O)C.O. Product: [F:1][C:2]1[CH:7]=[CH:6][C:5]([CH:8]([CH2:21][CH3:22])[CH2:9][C:10]([OH:20])([C:16]([F:19])([F:18])[F:17])[CH:11]=[O:12])=[C:4]([O:23][CH3:24])[C:3]=1[CH3:25]. The catalyst class is: 27.